From a dataset of Experimentally validated miRNA-target interactions with 360,000+ pairs, plus equal number of negative samples. Binary Classification. Given a miRNA mature sequence and a target amino acid sequence, predict their likelihood of interaction. (1) The protein sequence of the target gene is MMALVRDRRAHYVMSIVIRWVHCFSSSLRGTFGTRWEAMKAKATELRVCCARRKREAREFKPPQMRGSTRLNISDDLKIGFFSTDHATQTDSSEILSVKELSSSTQKLAQMMKSLQVDFGFLKQLLQLKFEDRLKEESLSLFTILHDRILEIEKHYQQNEDKMRKSFNQQLADAIAVIKGMYQQFFEVEEENVSLQDASTVKTNILLRKLKEKEEVIKELKEELDQYKDFGFHKMESFAKETSSPKSNLEKENLEYKVENERLLQIISELEEEIQINLKENSGLEDELISMKEMAEKDHK.... The miRNA is hsa-miR-4502 with sequence GCUGAUGAUGAUGGUGCUGAAG. Result: 0 (no interaction). (2) The miRNA is hsa-miR-3914 with sequence AAGGAACCAGAAAAUGAGAAGU. The protein sequence of the target gene is MAASEDELLLPRLPELFETSKKLLEDVEVATEPTGSRTIQDKVSKGLELLEKAAGMLSQLDLFSRNEDLEEIASTDLKYLMVPALQGALTMKQVNPSKRLDHLQRAREHFVHFLTQCHCYHVAEFQLPQTKTNSAENNTASSSMAYPNLVAMASQRQAKIERYKQKKEVEHRLSALKSAVESGQADDERVREYHLLHLRRWIAVSLEELESIDQEIKILKEKDSPREETACHSSLPEKPPMKPFILTRNKAQAKVFGTGYPSLATMTVSDWYEQHQKYGVLPDRGIAKPASADFQRAAQQ.... Result: 0 (no interaction). (3) The miRNA is hsa-miR-330-3p with sequence GCAAAGCACACGGCCUGCAGAGA. The protein sequence of the target gene is MTSPSSSPVFRLETLDGGQEDGSEADRGKLDFGSGLPPMESQFQGEDRKFAPQIRVNLNYRKGTGASQPDPNRFDRDRLFNAVSRGVPEDLAGLPEYLSKTSKYLTDSEYTEGSTGKTCLMKAVLNLKDGVNACILPLLQIDRDSGNPQPLVNAQCTDDYYRGHSALHIAIEKRSLQCVKLLVENGANVHARACGRFFQKGQGTCFYFGELPLSLAACTKQWDVVSYLLENPHQPASLQATDSQGNTVLHALVMISDNSAENIALVTSMYDGLLQAGARLCPTVQLEDIRNLQDLTPLKL.... Result: 0 (no interaction). (4) The miRNA is hsa-miR-4765 with sequence UGAGUGAUUGAUAGCUAUGUUC. The protein sequence of the target gene is MPVDLSKWSGPLSLQEVDEQPQHPLHVTYAGAAVDELGKVLTPTQVKNRPTSISWDGLDSGKLYTLVLTDPDAPSRKDPKYREWHHFLVVNMKGNDISSGTVLSDYVGSGPPKGTGLHRYVWLVYEQDRPLKCDEPILSNRSGDHRGKFKVASFRKKYELRAPVAGTCYQAEWDDYVPKLYEQLSGK. Result: 1 (interaction).